Predict the reaction yield, written as a fraction of the theoretical maximum amount of product (1.0 means a 100% yield; for example, 0.34 means a 34% yield). From a dataset of Reaction yield outcomes from USPTO patents with 853,638 reactions. The reactants are C([O-])([O-])=O.[Cs+].[Cs+].[CH2:7]([O:9][C:10](=[O:19])[C:11]1[CH:16]=[CH:15][C:14]([OH:17])=[C:13]([OH:18])[CH:12]=1)[CH3:8].Br[CH2:21][CH2:22]Br. The catalyst is CN(C=O)C. The product is [CH2:7]([O:9][C:10]([C:11]1[CH:16]=[CH:15][C:14]2[O:17][CH2:21][CH2:22][O:18][C:13]=2[CH:12]=1)=[O:19])[CH3:8]. The yield is 0.290.